Dataset: NCI-60 drug combinations with 297,098 pairs across 59 cell lines. Task: Regression. Given two drug SMILES strings and cell line genomic features, predict the synergy score measuring deviation from expected non-interaction effect. (1) Drug 1: CC12CCC(CC1=CCC3C2CCC4(C3CC=C4C5=CN=CC=C5)C)O. Drug 2: CC12CCC3C(C1CCC2O)C(CC4=C3C=CC(=C4)O)CCCCCCCCCS(=O)CCCC(C(F)(F)F)(F)F. Cell line: K-562. Synergy scores: CSS=24.5, Synergy_ZIP=4.93, Synergy_Bliss=9.66, Synergy_Loewe=7.54, Synergy_HSA=8.81. (2) Drug 1: C1C(C(OC1N2C=NC3=C(N=C(N=C32)Cl)N)CO)O. Drug 2: CCC1=C2CN3C(=CC4=C(C3=O)COC(=O)C4(CC)O)C2=NC5=C1C=C(C=C5)O. Cell line: HCC-2998. Synergy scores: CSS=70.8, Synergy_ZIP=-2.42, Synergy_Bliss=-3.05, Synergy_Loewe=3.73, Synergy_HSA=5.16. (3) Drug 1: CC1C(C(=O)NC(C(=O)N2CCCC2C(=O)N(CC(=O)N(C(C(=O)O1)C(C)C)C)C)C(C)C)NC(=O)C3=C4C(=C(C=C3)C)OC5=C(C(=O)C(=C(C5=N4)C(=O)NC6C(OC(=O)C(N(C(=O)CN(C(=O)C7CCCN7C(=O)C(NC6=O)C(C)C)C)C)C(C)C)C)N)C. Drug 2: C(CC(=O)O)C(=O)CN.Cl. Cell line: HCC-2998. Synergy scores: CSS=28.6, Synergy_ZIP=-9.47, Synergy_Bliss=-6.92, Synergy_Loewe=-5.86, Synergy_HSA=-4.16. (4) Drug 1: CC12CCC(CC1=CCC3C2CCC4(C3CC=C4C5=CN=CC=C5)C)O. Drug 2: CC1=C(C(=O)C2=C(C1=O)N3CC4C(C3(C2COC(=O)N)OC)N4)N. Cell line: RXF 393. Synergy scores: CSS=15.7, Synergy_ZIP=6.31, Synergy_Bliss=11.2, Synergy_Loewe=8.25, Synergy_HSA=8.50. (5) Drug 1: CNC(=O)C1=NC=CC(=C1)OC2=CC=C(C=C2)NC(=O)NC3=CC(=C(C=C3)Cl)C(F)(F)F. Cell line: SN12C. Synergy scores: CSS=-6.07, Synergy_ZIP=2.69, Synergy_Bliss=-4.49, Synergy_Loewe=-18.9, Synergy_HSA=-17.5. Drug 2: CS(=O)(=O)OCCCCOS(=O)(=O)C. (6) Drug 1: C1CC(=O)NC(=O)C1N2CC3=C(C2=O)C=CC=C3N. Drug 2: CC(C)CN1C=NC2=C1C3=CC=CC=C3N=C2N. Cell line: DU-145. Synergy scores: CSS=1.68, Synergy_ZIP=-1.10, Synergy_Bliss=-0.125, Synergy_Loewe=-0.537, Synergy_HSA=-0.421.